From a dataset of Full USPTO retrosynthesis dataset with 1.9M reactions from patents (1976-2016). Predict the reactants needed to synthesize the given product. (1) Given the product [F:1][C:2]1[CH:10]=[C:9]([NH:11][CH:12]2[CH2:17][CH2:16][N:15]([CH3:18])[CH2:14][CH2:13]2)[CH:8]=[CH:7][C:3]=1[C:4]([NH2:6])=[O:5], predict the reactants needed to synthesize it. The reactants are: [F:1][C:2]1[CH:10]=[C:9]([NH:11][CH:12]2[CH2:17][CH2:16][NH:15][CH2:14][CH2:13]2)[CH:8]=[CH:7][C:3]=1[C:4]([NH2:6])=[O:5].[C:18](O[BH-](OC(=O)C)OC(=O)C)(=O)C.[Na+].C(O)(=O)C.CN1CCC(=O)CC1.[OH-].[Na+]. (2) Given the product [F:16][C:13]1[CH:12]=[CH:11][C:10]([C:7]2[O:8][CH:9]=[C:5]([CH2:4][NH2:1])[N:6]=2)=[CH:15][CH:14]=1, predict the reactants needed to synthesize it. The reactants are: [N:1]([CH2:4][C:5]1[N:6]=[C:7]([C:10]2[CH:15]=[CH:14][C:13]([F:16])=[CH:12][CH:11]=2)[O:8][CH:9]=1)=[N+]=[N-].C1(P(C2C=CC=CC=2)C2C=CC=CC=2)C=CC=CC=1. (3) Given the product [CH3:1][O:2][C:3]1[CH:4]=[CH:5][C:6]([CH:9]2[CH2:13][C:12]3([CH2:18][CH2:17][CH2:16][CH2:15][CH2:14]3)[N:11]([CH2:23][C:24]([O:26][CH2:27][CH3:28])=[O:25])[C:10]2=[O:19])=[CH:7][CH:8]=1, predict the reactants needed to synthesize it. The reactants are: [CH3:1][O:2][C:3]1[CH:8]=[CH:7][C:6]([CH:9]2[CH2:13][C:12]3([CH2:18][CH2:17][CH2:16][CH2:15][CH2:14]3)[NH:11][C:10]2=[O:19])=[CH:5][CH:4]=1.[H-].[Na+].Br[CH2:23][C:24]([O:26][CH2:27][CH3:28])=[O:25]. (4) Given the product [C:11]([C:15]1[N:20]=[C:19]([CH3:21])[C:18]([CH:22]([NH:24][C:35](=[O:36])[CH2:34][N:31]2[C:30]3[C:38]([F:39])=[C:26]([F:25])[CH:27]=[CH:28][C:29]=3[N:33]=[CH:32]2)[CH3:23])=[CH:17][CH:16]=1)([CH3:14])([CH3:12])[CH3:13], predict the reactants needed to synthesize it. The reactants are: CC1N=CC=CC=1C(N)=O.[C:11]([C:15]1[N:20]=[C:19]([CH3:21])[C:18]([CH:22]([NH2:24])[CH3:23])=[CH:17][CH:16]=1)([CH3:14])([CH3:13])[CH3:12].[F:25][C:26]1[CH:27]=[CH:28][C:29]2[N:33]=[CH:32][N:31]([CH2:34][C:35](O)=[O:36])[C:30]=2[C:38]=1[F:39].CN(C(ON1N=NC2C=CC=NC1=2)=[N+](C)C)C.F[P-](F)(F)(F)(F)F.CCN(C(C)C)C(C)C. (5) Given the product [CH3:1][C:2]1[CH:8]=[C:7]([C:9]([OH:18])([C:10]([F:12])([F:13])[F:11])[C:14]([F:15])([F:16])[F:17])[CH:6]=[C:5]([CH3:19])[C:3]=1[NH:4][C:26](=[O:27])[C:25]1[CH:29]=[CH:30][CH:31]=[C:23]([N+:20]([O-:22])=[O:21])[CH:24]=1, predict the reactants needed to synthesize it. The reactants are: [CH3:1][C:2]1[CH:8]=[C:7]([C:9]([OH:18])([C:14]([F:17])([F:16])[F:15])[C:10]([F:13])([F:12])[F:11])[CH:6]=[C:5]([CH3:19])[C:3]=1[NH2:4].[N+:20]([C:23]1[CH:24]=[C:25]([CH:29]=[CH:30][CH:31]=1)[C:26](Cl)=[O:27])([O-:22])=[O:21].N1C=CC=CC=1.C(=O)([O-])O.[Na+]. (6) Given the product [OH:30][C:24]([C:26]([F:29])([F:28])[F:27])=[O:25].[NH2:8][C@@H:9]([CH2:13][CH2:14][CH2:15][CH2:16][NH:17][C:18](=[O:23])[CH2:19][CH2:20][C:21]#[CH:22])[C:10]([OH:12])=[O:11], predict the reactants needed to synthesize it. The reactants are: C(OC([NH:8][C@@H:9]([CH2:13][CH2:14][CH2:15][CH2:16][NH:17][C:18](=[O:23])[CH2:19][CH2:20][C:21]#[CH:22])[C:10]([OH:12])=[O:11])=O)(C)(C)C.[C:24]([OH:30])([C:26]([F:29])([F:28])[F:27])=[O:25]. (7) Given the product [C:24]([CH:22]([NH:23][C:2]1[C:11]([C:12]([OH:14])=[O:13])=[CH:10][C:9]2[C:4](=[CH:5][CH:6]=[C:7]([Cl:15])[CH:8]=2)[N:3]=1)[CH2:21][C:20]1[CH:27]=[CH:28][C:17]([F:16])=[CH:18][CH:19]=1)([OH:26])=[O:25], predict the reactants needed to synthesize it. The reactants are: Cl[C:2]1[C:11]([C:12]([OH:14])=[O:13])=[CH:10][C:9]2[C:4](=[CH:5][CH:6]=[C:7]([Cl:15])[CH:8]=2)[N:3]=1.[F:16][C:17]1[CH:28]=[CH:27][C:20]([CH2:21][CH:22]([C:24]([OH:26])=[O:25])[NH2:23])=[CH:19][CH:18]=1. (8) Given the product [CH2:33]([O:35][C:36]1[C:45]([O:46][CH3:47])=[CH:44][C:43]2[C:42]([C:48]3[CH:49]=[CH:50][C:51]([C:52]([N:29]4[CH2:30][CH2:31][CH:26]([N:12]5[C:13](=[O:25])[C:14]6[S:18][C:17]([C:19]7[CH:24]=[CH:23][CH:22]=[CH:21][CH:20]=7)=[CH:16][C:15]=6[N:10]([CH2:9][C:7]6[CH:6]=[N:5][N:4]([CH2:2][CH3:3])[CH:8]=6)[C:11]5=[O:32])[CH2:27][CH2:28]4)=[O:53])=[CH:55][CH:56]=3)=[N:41][C@@H:40]3[CH2:57][CH2:58][S:59][CH2:60][C@@H:39]3[C:38]=2[CH:37]=1)[CH3:34], predict the reactants needed to synthesize it. The reactants are: Cl.[CH2:2]([N:4]1[CH:8]=[C:7]([CH2:9][N:10]2[C:15]3[CH:16]=[C:17]([C:19]4[CH:24]=[CH:23][CH:22]=[CH:21][CH:20]=4)[S:18][C:14]=3[C:13](=[O:25])[N:12]([CH:26]3[CH2:31][CH2:30][NH:29][CH2:28][CH2:27]3)[C:11]2=[O:32])[CH:6]=[N:5]1)[CH3:3].[CH2:33]([O:35][C:36]1[C:45]([O:46][CH3:47])=[CH:44][C:43]2[C:42]([C:48]3[CH:56]=[CH:55][C:51]([C:52](O)=[O:53])=[CH:50][CH:49]=3)=[N:41][C@@H:40]3[CH2:57][CH2:58][S:59][CH2:60][C@@H:39]3[C:38]=2[CH:37]=1)[CH3:34].CCN=C=NCCCN(C)C.C1C=C2N=NN(O)C2=CC=1.O.S([O-])(O)(=O)=O.[K+]. (9) Given the product [CH3:34][N:30]1[C:29]2[CH:35]=[C:25]([B:15]3[O:16][C:17]([CH3:22])([CH3:23])[C:18]([CH3:20])([CH3:21])[O:19]3)[CH:26]=[CH:27][C:28]=2[NH:32][C:31]1=[O:33], predict the reactants needed to synthesize it. The reactants are: C([O-])(=O)C.[K+].[B:15]1([B:15]2[O:19][C:18]([CH3:21])([CH3:20])[C:17]([CH3:23])([CH3:22])[O:16]2)[O:19][C:18]([CH3:21])([CH3:20])[C:17]([CH3:23])([CH3:22])[O:16]1.Br[C:25]1[CH:26]=[CH:27][C:28]2[NH:32][C:31](=[O:33])[N:30]([CH3:34])[C:29]=2[CH:35]=1.